From a dataset of Full USPTO retrosynthesis dataset with 1.9M reactions from patents (1976-2016). Predict the reactants needed to synthesize the given product. Given the product [F:1][C:2]1[CH:3]=[CH:4][C:5]([C:26]2[C:31]([CH3:32])=[CH:30][C:29]([O:33][CH2:34][C:35]3([OH:41])[CH2:36][CH2:37][O:38][CH2:39][CH2:40]3)=[CH:28][C:27]=2[CH3:42])=[C:6]2[C:10]=1[C@H:9]([O:11][C:12]1[CH:25]=[CH:24][C:15]3[C@H:16]([CH2:19][C:20]([OH:22])=[O:21])[CH2:17][O:18][C:14]=3[CH:13]=1)[CH2:8][CH2:7]2, predict the reactants needed to synthesize it. The reactants are: [F:1][C:2]1[CH:3]=[CH:4][C:5]([C:26]2[C:31]([CH3:32])=[CH:30][C:29]([O:33][CH2:34][C:35]3([OH:41])[CH2:40][CH2:39][O:38][CH2:37][CH2:36]3)=[CH:28][C:27]=2[CH3:42])=[C:6]2[C:10]=1[C@H:9]([O:11][C:12]1[CH:25]=[CH:24][C:15]3[C@H:16]([CH2:19][C:20]([O:22]C)=[O:21])[CH2:17][O:18][C:14]=3[CH:13]=1)[CH2:8][CH2:7]2.